Dataset: Forward reaction prediction with 1.9M reactions from USPTO patents (1976-2016). Task: Predict the product of the given reaction. Given the reactants [OH-].[Na+].[Cl:3][C:4]1[CH:5]=[C:6]([CH:18]=[CH:19][C:20]=1[Cl:21])[C:7]([C@H:9]1[CH2:11][C@:10]1([CH3:17])[C:12]([O:14]CC)=[O:13])=[O:8].Cl, predict the reaction product. The product is: [Cl:3][C:4]1[CH:5]=[C:6]([CH:18]=[CH:19][C:20]=1[Cl:21])[C:7]([C@H:9]1[CH2:11][C@:10]1([CH3:17])[C:12]([OH:14])=[O:13])=[O:8].